From a dataset of Reaction yield outcomes from USPTO patents with 853,638 reactions. Predict the reaction yield, written as a fraction of the theoretical maximum amount of product (1.0 means a 100% yield; for example, 0.34 means a 34% yield). (1) The reactants are [CH2:1]=O.Cl.[CH3:4][NH:5][CH3:6].[CH3:7][N:8]1[CH:12]=[CH:11][CH:10]=[CH:9]1. The catalyst is [OH-].[Na+]. The product is [CH3:4][N:5]([CH2:1][C:9]1[N:8]([CH3:7])[CH:12]=[CH:11][CH:10]=1)[CH3:6]. The yield is 0.860. (2) The reactants are CS(Cl)(=O)=O.[C:6]([N:9]1[CH2:14][CH2:13][N:12]([CH2:15][C@@H:16]([OH:20])COC)[CH2:11][CH2:10]1)(=[O:8])[CH3:7].C(N(CC)CC)C.CS(OCCN1CCN(C(=O)C)CC1)(=O)=O.O[C:45]1[CH:50]=[CH:49][C:48]([C:51]2([OH:70])[CH2:56][CH2:55][N:54]([C:57]3[CH:58]=[CH:59][C:60]4[N:61]([C:63]([C:66]([F:69])([F:68])[F:67])=[N:64][N:65]=4)[N:62]=3)[CH2:53][CH2:52]2)=[C:47]([CH3:71])[CH:46]=1.C(=O)([O-])[O-].[K+].[K+]. The catalyst is C(Cl)Cl.CN(C=O)C. The product is [C:6]([N:9]1[CH2:10][CH2:11][N:12]([CH2:15][CH2:16][O:20][C:45]2[CH:50]=[CH:49][C:48]([C:51]3([OH:70])[CH2:56][CH2:55][N:54]([C:57]4[CH:58]=[CH:59][C:60]5[N:61]([C:63]([C:66]([F:67])([F:69])[F:68])=[N:64][N:65]=5)[N:62]=4)[CH2:53][CH2:52]3)=[C:47]([CH3:71])[CH:46]=2)[CH2:13][CH2:14]1)(=[O:8])[CH3:7]. The yield is 0.630. (3) The reactants are [CH:1]([NH2:4])([CH3:3])[CH3:2].C(N(CC)CC)C.[F:12][C:13]([F:30])([C:26]([F:29])([F:28])[F:27])[C:14](O[C:14](=[O:15])[C:13]([F:30])([F:12])[C:26]([F:29])([F:28])[F:27])=[O:15]. The catalyst is C(OCC)C. The product is [F:12][C:13]([F:30])([C:26]([F:29])([F:28])[F:27])[C:14]([NH:4][CH:1]([CH3:3])[CH3:2])=[O:15]. The yield is 0.900. (4) The reactants are [CH2:1]([O:8][C:9]1[C:31]([O:32][CH3:33])=[CH:30][C:12]2[CH:13]3[N:18]([CH:19]([CH:21]([CH3:23])[CH3:22])[CH2:20][C:11]=2[CH:10]=1)[CH:17]=[C:16]([C:24]([O:26][CH2:27][CH3:28])=[O:25])[C:15](=[O:29])[CH2:14]3)[C:2]1[CH:7]=[CH:6][CH:5]=[CH:4][CH:3]=1.C1(Cl)C(=O)C(Cl)=C(Cl)C(=O)C=1Cl. The catalyst is COCCOC. The product is [CH2:1]([O:8][C:9]1[C:31]([O:32][CH3:33])=[CH:30][C:12]2[C:13]3[N:18]([CH:19]([CH:21]([CH3:23])[CH3:22])[CH2:20][C:11]=2[CH:10]=1)[CH:17]=[C:16]([C:24]([O:26][CH2:27][CH3:28])=[O:25])[C:15](=[O:29])[CH:14]=3)[C:2]1[CH:7]=[CH:6][CH:5]=[CH:4][CH:3]=1. The yield is 0.690.